From a dataset of Forward reaction prediction with 1.9M reactions from USPTO patents (1976-2016). Predict the product of the given reaction. (1) Given the reactants [H-].[Na+].[Cl:3][C:4]([Cl:8])([Cl:7])[CH2:5][OH:6].Cl[C:10]1[CH:15]=[C:14](Cl)[N:13]=[CH:12][N:11]=1.[CH2:17]([OH:21])[C:18]#[C:19][CH3:20].[Cl-].[NH4+], predict the reaction product. The product is: [CH2:17]([O:21][C:10]1[CH:15]=[C:14]([O:6][CH2:5][C:4]([Cl:8])([Cl:7])[Cl:3])[N:13]=[CH:12][N:11]=1)[C:18]#[C:19][CH3:20]. (2) The product is: [Cl:1][C:2]1[C:3]2[CH:12]=[CH:11][S:10][C:4]=2[N:5]=[C:6]([S:15]([CH3:20])(=[O:17])=[O:14])[N:7]=1. Given the reactants [Cl:1][C:2]1[C:3]2[CH:12]=[CH:11][S:10][C:4]=2[N:5]=[C:6](SC)[N:7]=1.O[O:14][S:15]([O-:17])=O.[K+].O1CCC[CH2:20]1, predict the reaction product. (3) The product is: [Br:1][C:2]1[CH:3]=[CH:4][C:5]([N:8]2[C:16]3[C:11](=[CH:12][CH:13]=[CH:14][CH:15]=3)[C:10]([CH3:17])=[N:9]2)=[CH:6][CH:7]=1. Given the reactants [Br:1][C:2]1[CH:7]=[CH:6][C:5]([N:8]2[C:16]3[CH2:15][CH2:14][CH2:13][CH2:12][C:11]=3[C:10]([CH3:17])=[N:9]2)=[CH:4][CH:3]=1.C(C1C(=O)C(Cl)=C(Cl)C(=O)C=1C#N)#N, predict the reaction product.